This data is from Reaction yield outcomes from USPTO patents with 853,638 reactions. The task is: Predict the reaction yield, written as a fraction of the theoretical maximum amount of product (1.0 means a 100% yield; for example, 0.34 means a 34% yield). (1) The reactants are [NH:1]1[CH2:4][CH:3]([C:5]([O:7][C:8]([CH3:11])([CH3:10])[CH3:9])=[O:6])[CH2:2]1.CCN(C(C)C)C(C)C.[Br:21][C:22]1[CH:23]=[N:24][C:25]([C:28]2[CH:33]=[CH:32][C:31]([CH2:34][C@H:35]([NH:39][C:40]([C:42]3[S:43][C:44]([C:47]([CH3:50])([CH3:49])[CH3:48])=[CH:45][CH:46]=3)=[O:41])[C:36](O)=[O:37])=[CH:30][CH:29]=2)=[N:26][CH:27]=1.CN(C(ON1N=NC2C=CC=NC1=2)=[N+](C)C)C.F[P-](F)(F)(F)(F)F. The catalyst is CN(C=O)C. The product is [Br:21][C:22]1[CH:27]=[N:26][C:25]([C:28]2[CH:29]=[CH:30][C:31]([CH2:34][C@H:35]([NH:39][C:40]([C:42]3[S:43][C:44]([C:47]([CH3:50])([CH3:49])[CH3:48])=[CH:45][CH:46]=3)=[O:41])[C:36]([N:1]3[CH2:2][CH:3]([C:5]([O:7][C:8]([CH3:11])([CH3:10])[CH3:9])=[O:6])[CH2:4]3)=[O:37])=[CH:32][CH:33]=2)=[N:24][CH:23]=1. The yield is 0.850. (2) The reactants are [CH3:1][O:2][C:3]([C:5]1[C:6]([O:13][CH3:14])=[N:7][C:8](Cl)=[CH:9][C:10]=1[CH3:11])=[O:4].[NH:15]1[CH2:20][CH2:19][O:18][CH2:17][CH2:16]1.CCN(CC)CC.CCOC(C)=O. The catalyst is CN1C(=O)CCC1. The product is [CH3:1][O:2][C:3]([C:5]1[C:6]([O:13][CH3:14])=[N:7][C:8]([N:15]2[CH2:20][CH2:19][O:18][CH2:17][CH2:16]2)=[CH:9][C:10]=1[CH3:11])=[O:4]. The yield is 0.450. (3) The reactants are Br[CH2:2][C:3]([OH:5])=[O:4].[CH2:6]([NH2:9])[CH2:7][CH3:8].[OH-].[Na+].[C:12](=O)([O:18]C(C)(C)C)[O:13][C:14]([CH3:17])([CH3:16])[CH3:15].O.C(O)(=O)CC(CC(O)=O)(C(O)=O)O. The catalyst is O1CCCC1.C(O)C. The product is [C:14]([O:13][C:12]([N:9]([CH2:2][C:3]([OH:5])=[O:4])[CH2:6][CH2:7][CH3:8])=[O:18])([CH3:17])([CH3:16])[CH3:15]. The yield is 0.650. (4) The reactants are Cl[C:2]1[N:7]=[C:6]([C:8]2[S:12][C:11]([C:13]([CH3:16])([CH3:15])[CH3:14])=[N:10][C:9]=2[C:17]2[C:18]([F:35])=[C:19]([NH:23][S:24]([C:27]3[C:32]([F:33])=[CH:31][CH:30]=[CH:29][C:28]=3[F:34])(=[O:26])=[O:25])[CH:20]=[CH:21][CH:22]=2)[CH:5]=[CH:4][N:3]=1.[Br-].[CH2:37]([O:39][C:40](=[O:44])[CH2:41][CH2:42][Zn+])[CH3:38].C1COCC1. The catalyst is C1C=CC([P]([Pd]([P](C2C=CC=CC=2)(C2C=CC=CC=2)C2C=CC=CC=2)([P](C2C=CC=CC=2)(C2C=CC=CC=2)C2C=CC=CC=2)[P](C2C=CC=CC=2)(C2C=CC=CC=2)C2C=CC=CC=2)(C2C=CC=CC=2)C2C=CC=CC=2)=CC=1. The product is [F:34][C:28]1[CH:29]=[CH:30][CH:31]=[C:32]([F:33])[C:27]=1[S:24]([NH:23][C:19]1[C:18]([F:35])=[C:17]([C:9]2[N:10]=[C:11]([C:13]([CH3:16])([CH3:15])[CH3:14])[S:12][C:8]=2[C:6]2[CH:5]=[CH:4][N:3]=[C:2]([CH2:42][CH2:41][C:40]([O:39][CH2:37][CH3:38])=[O:44])[N:7]=2)[CH:22]=[CH:21][CH:20]=1)(=[O:26])=[O:25]. The yield is 0.640. (5) The reactants are C1(S(O[C:11]2[CH:16]=[C:15]([CH3:17])[CH:14]=[C:13]([CH3:18])[CH:12]=2)(=O)=O)C=CC=CC=1.[CH3:19][NH:20][CH:21]=[O:22].CCCCCC. The catalyst is C(OCC)(=O)C. The product is [CH3:18][C:13]1[CH:12]=[C:11]([N:20]([CH3:19])[CH:21]=[O:22])[CH:16]=[C:15]([CH3:17])[CH:14]=1. The yield is 0.930. (6) The reactants are Cl.COCCOC[N:8]([C:23]1[O:27][N:26]=[C:25]([CH3:28])[C:24]=1[CH3:29])[S:9]([C:12]1[S:13][C:14]([C:17]2[CH:22]=[CH:21][CH:20]=[CH:19][CH:18]=2)=[CH:15][CH:16]=1)(=[O:11])=[O:10]. The catalyst is C(O)C. The product is [CH3:28][C:25]1[C:24]([CH3:29])=[C:23]([NH:8][S:9]([C:12]2[S:13][C:14]([C:17]3[CH:22]=[CH:21][CH:20]=[CH:19][CH:18]=3)=[CH:15][CH:16]=2)(=[O:11])=[O:10])[O:27][N:26]=1. The yield is 0.420. (7) The reactants are [N:1]1[C:9]([NH2:10])=[C:8]2[C:4]([NH:5][CH:6]=[N:7]2)=[N:3][CH:2]=1.[H-].[Na+].Br[CH2:14][C:15]1[N:19]([C:20]2[CH:25]=[CH:24][CH:23]=[CH:22][CH:21]=2)[C:18]2[CH:26]=[CH:27][CH:28]=[CH:29][C:17]=2[N:16]=1. The catalyst is CN(C=O)C. The product is [C:20]1([N:19]2[C:18]3[CH:26]=[CH:27][CH:28]=[CH:29][C:17]=3[N:16]=[C:15]2[CH2:14][N:5]2[CH:6]=[N:7][C:8]3[C:4]2=[N:3][CH:2]=[N:1][C:9]=3[NH2:10])[CH:21]=[CH:22][CH:23]=[CH:24][CH:25]=1. The yield is 0.0600. (8) The catalyst is C(OCC)(=O)C.[Pd]. The product is [Br:15][C:9]1[C:8]([O:16][CH3:17])=[C:3]([C:4]([O:6][CH3:7])=[O:5])[C:2]2[N:1]=[CH:18][C:19](=[O:20])[NH:12][C:11]=2[CH:10]=1. The reactants are [NH2:1][C:2]1[C:11]([N+:12]([O-])=O)=[CH:10][C:9]([Br:15])=[C:8]([O:16][CH3:17])[C:3]=1[C:4]([O:6][CH3:7])=[O:5].[C:18](OCC)(=O)[CH:19]=[O:20]. The yield is 0.658. (9) The reactants are [OH:1][C:2]1[CH:3]=[CH:4][C:5](=[O:8])[NH:6][CH:7]=1.[OH-].[K+].[CH2:11](Br)[C:12]1[CH:17]=[CH:16][CH:15]=[CH:14][CH:13]=1. The catalyst is CO. The product is [CH2:11]([O:1][C:2]1[CH:3]=[CH:4][C:5](=[O:8])[NH:6][CH:7]=1)[C:12]1[CH:17]=[CH:16][CH:15]=[CH:14][CH:13]=1. The yield is 0.670.